This data is from Forward reaction prediction with 1.9M reactions from USPTO patents (1976-2016). The task is: Predict the product of the given reaction. (1) Given the reactants [N:1]#[C:2][NH2:3].[CH3:4][C:5]1[CH:13]=[CH:12][C:8]([C:9](Cl)=[O:10])=[CH:7][CH:6]=1.Cl, predict the reaction product. The product is: [CH3:4][C:5]1[CH:13]=[CH:12][C:8]([C:9]([NH:1][C:2]#[N:3])=[O:10])=[CH:7][CH:6]=1. (2) Given the reactants [CH:1]1([C:4]([CH2:6]Br)=O)[CH2:3][CH2:2]1.[NH2:8][C:9]1[CH:14]=[CH:13][CH:12]=[CH:11][C:10]=1[C:15](=[S:17])[NH2:16], predict the reaction product. The product is: [CH:1]1([C:4]2[N:16]=[C:15]([C:10]3[CH:11]=[CH:12][CH:13]=[CH:14][C:9]=3[NH2:8])[S:17][CH:6]=2)[CH2:3][CH2:2]1. (3) Given the reactants C(N(C)C(=O)CCl)C1C=CC=CC=1.[Cl:14][CH2:15][C:16](Cl)=[O:17].[CH2:19]([NH:21][CH:22]1[CH2:27][CH2:26][CH2:25][CH2:24][CH2:23]1)[CH3:20].C(Cl)Cl.CO, predict the reaction product. The product is: [Cl:14][CH2:15][C:16]([N:21]([CH:22]1[CH2:27][CH2:26][CH2:25][CH2:24][CH2:23]1)[CH2:19][CH3:20])=[O:17]. (4) Given the reactants [Br:1]Br.[CH3:3][C:4]1[C:9]([OH:10])=[C:8]([CH3:11])[CH:7]=[CH:6][N:5]=1, predict the reaction product. The product is: [Br:1][C:6]1[N:5]=[C:4]([CH3:3])[C:9]([OH:10])=[C:8]([CH3:11])[CH:7]=1.